From a dataset of Reaction yield outcomes from USPTO patents with 853,638 reactions. Predict the reaction yield, written as a fraction of the theoretical maximum amount of product (1.0 means a 100% yield; for example, 0.34 means a 34% yield). (1) The reactants are [CH2:1]([O:3][C:4]1[C:10]([CH3:11])=[CH:9][C:7]([NH2:8])=[C:6]([O:12][CH3:13])[CH:5]=1)[CH3:2].[C:14](Cl)(Cl)=[O:15]. The catalyst is CCOC(C)=O. The product is [CH2:1]([O:3][C:4]1[CH:5]=[C:6]([O:12][CH3:13])[C:7]([N:8]=[C:14]=[O:15])=[CH:9][C:10]=1[CH3:11])[CH3:2]. The yield is 0.940. (2) The reactants are [CH3:1][C:2]1[C:11]([C:12]([O:14]C)=[O:13])=[C:10]([C:16]2[CH:21]=[CH:20][C:19]([CH3:22])=[CH:18][CH:17]=2)[C:9]2[CH2:8][N:7]([C:23]([O:25][CH2:26][C:27]3[CH:32]=[CH:31][CH:30]=[CH:29][CH:28]=3)=[O:24])[CH2:6][CH2:5][C:4]=2[N:3]=1.[Cl-].[Li+]. The catalyst is CS(C)=O.O. The product is [CH2:26]([O:25][C:23]([N:7]1[CH2:6][CH2:5][C:4]2[N:3]=[C:2]([CH3:1])[C:11]([C:12]([OH:14])=[O:13])=[C:10]([C:16]3[CH:17]=[CH:18][C:19]([CH3:22])=[CH:20][CH:21]=3)[C:9]=2[CH2:8]1)=[O:24])[C:27]1[CH:28]=[CH:29][CH:30]=[CH:31][CH:32]=1. The yield is 0.150. (3) The yield is 0.200. The reactants are [Br:1][C:2]1[CH:9]=[CH:8][C:7]([OH:10])=[CH:6][C:3]=1[CH:4]=[O:5].[O:11]1[CH:16]=[CH:15][CH2:14][CH2:13][CH2:12]1.C12(CS(O)(=O)=O)C(C)(C)C(CC1)CC2=O. The catalyst is C(Cl)Cl. The product is [Br:1][C:2]1[CH:9]=[CH:8][C:7]([O:10][CH:12]2[CH2:13][CH2:14][CH2:15][CH2:16][O:11]2)=[CH:6][C:3]=1[CH:4]=[O:5]. (4) The reactants are [C:1]1(=[O:8])[CH:6]=[CH:5][C:4](=[O:7])[CH:3]=[CH:2]1.[CH:9]([C:11]1[CH:16]=[CH:15][CH:14]=[CH:13][CH:12]=1)=[CH2:10]. The catalyst is C(O)CCC. The product is [CH:15]1[C:16]2=[C:6]3[C:5](=[CH:10][CH:9]=[C:11]2[CH:12]=[CH:13][CH:14]=1)[C:4](=[O:7])[C:3]1[C:2](=[CH:10][CH:9]=[C:11]2[CH:16]=[CH:15][CH:14]=[CH:13][C:12]2=1)[C:1]3=[O:8]. The yield is 0.0160. (5) The product is [Br:18][C:19]1[CH:20]=[CH:21][C:22]([CH2:23][N:24]([CH2:25][C:26]([O:28][C:29]([CH3:30])([CH3:31])[CH3:32])=[O:27])[C:13](=[O:15])[C:12]2[CH:11]=[CH:10][C:9]([NH:8][C:6]([O:5][C:1]([CH3:2])([CH3:3])[CH3:4])=[O:7])=[CH:17][CH:16]=2)=[CH:33][CH:34]=1. The reactants are [C:1]([O:5][C:6]([NH:8][C:9]1[CH:17]=[CH:16][C:12]([C:13]([OH:15])=O)=[CH:11][CH:10]=1)=[O:7])([CH3:4])([CH3:3])[CH3:2].[Br:18][C:19]1[CH:34]=[CH:33][C:22]([CH2:23][NH:24][CH2:25][C:26]([O:28][C:29]([CH3:32])([CH3:31])[CH3:30])=[O:27])=[CH:21][CH:20]=1.CN(C(ON1N=NC2C=CC=NC1=2)=[N+](C)C)C.F[P-](F)(F)(F)(F)F. The catalyst is CN(C=O)C.CC(=O)OCC. The yield is 0.910. (6) The reactants are [O:1]=[C:2]1[CH2:10][C:9]2[C:4](=[CH:5][CH:6]=[C:7]([CH2:11][C:12]3[CH:17]=[CH:16][C:15]([NH:18][C:19]([C:21]4[N:22]([CH2:27][CH3:28])[N:23]=[C:24]([CH3:26])[CH:25]=4)=[O:20])=[CH:14][CH:13]=3)[CH:8]=2)[NH:3]1.[CH:29](OCC)=[O:30].[O-]CC.[Na+].Cl. The catalyst is C(O)C. The product is [OH:30][CH:29]=[C:10]1[C:9]2[C:4](=[CH:5][CH:6]=[C:7]([CH2:11][C:12]3[CH:13]=[CH:14][C:15]([NH:18][C:19]([C:21]4[N:22]([CH2:27][CH3:28])[N:23]=[C:24]([CH3:26])[CH:25]=4)=[O:20])=[CH:16][CH:17]=3)[CH:8]=2)[NH:3][C:2]1=[O:1]. The yield is 0.470. (7) The product is [CH3:7][O:8][C:9](=[O:28])[CH:10]([C:21]1[CH:22]=[CH:23][C:24]([F:27])=[CH:25][CH:26]=1)[C:11]([C:13]1[CH:18]=[CH:17][N:16]=[C:15]([S:19][CH3:20])[N:14]=1)=[O:12]. The catalyst is C(Cl)Cl.CCOCC.[Cr]. The reactants are N1C=CC=CC=1.[CH3:7][O:8][C:9](=[O:28])[CH:10]([C:21]1[CH:26]=[CH:25][C:24]([F:27])=[CH:23][CH:22]=1)[CH:11]([C:13]1[CH:18]=[CH:17][N:16]=[C:15]([S:19][CH3:20])[N:14]=1)[OH:12]. The yield is 0.430.